Dataset: Forward reaction prediction with 1.9M reactions from USPTO patents (1976-2016). Task: Predict the product of the given reaction. (1) Given the reactants C(OC(=O)[NH:7][CH:8]1[CH2:13][CH2:12][N:11]([CH2:14][CH2:15][CH2:16][N:17]2[C:25](=[O:26])[NH:24][C:23]3[C:18]2=[N:19][C:20]([O:28][CH2:29][CH2:30][CH2:31][CH3:32])=[N:21][C:22]=3[NH2:27])[CH2:10][CH2:9]1)(C)(C)C.Cl.CO.[CH3:37][O:38][C:39](=[O:49])[CH2:40][C:41]1[CH:46]=[CH:45][C:44]([CH:47]=O)=[CH:43][CH:42]=1.C([BH3-])#N.[Na+].C(=O)([O-])[O-].[Na+].[Na+], predict the reaction product. The product is: [CH3:37][O:38][C:39](=[O:49])[CH2:40][C:41]1[CH:42]=[CH:43][C:44]([CH2:47][NH:7][CH:8]2[CH2:13][CH2:12][N:11]([CH2:14][CH2:15][CH2:16][N:17]3[C:25](=[O:26])[NH:24][C:23]4[C:18]3=[N:19][C:20]([O:28][CH2:29][CH2:30][CH2:31][CH3:32])=[N:21][C:22]=4[NH2:27])[CH2:10][CH2:9]2)=[CH:45][CH:46]=1. (2) Given the reactants Cl[C:2]1[CH:11]=[N:10][C:9]2[C:4](=[C:5]3[CH:19]=[CH:18][CH:17]=[CH:16][C:6]3=[C:7]3[CH:15]=[CH:14][CH:13]=[CH:12][C:8]3=2)[N:3]=1.C(O[CH2:24][CH3:25])(=O)C.[CH3:26][CH2:27][CH2:28][CH2:29][CH2:30][CH3:31], predict the reaction product. The product is: [CH:28]1[C:27]2[CH:18]=[C:19]([C:25]3[CH:24]=[CH:12][C:13]([C:2]4[CH:11]=[N:10][C:9]5[C:4](=[C:5]6[CH:19]=[CH:18][CH:17]=[CH:16][C:6]6=[C:7]6[CH:15]=[CH:14][CH:13]=[CH:12][C:8]6=5)[N:3]=4)=[CH:14][CH:15]=3)[C:5]3[C:4](=[CH:9][CH:8]=[CH:7][CH:6]=3)[C:26]=2[CH:31]=[CH:30][CH:29]=1. (3) The product is: [CH3:31][O:30][C:25]1[CH:26]=[CH:27][C:28]([S:14]([C:11]2[CH:12]=[CH:13][C:8]([CH2:7][CH2:6][NH:5][C:3](=[O:4])[C:2]([F:19])([F:18])[F:1])=[CH:9][CH:10]=2)(=[O:16])=[O:15])=[CH:29][C:24]=1[CH2:23][C:22]([O:21][CH3:20])=[O:32]. Given the reactants [F:1][C:2]([F:19])([F:18])[C:3]([NH:5][CH2:6][CH2:7][C:8]1[CH:13]=[CH:12][C:11]([S:14](Cl)(=[O:16])=[O:15])=[CH:10][CH:9]=1)=[O:4].[CH3:20][O:21][C:22](=[O:32])[CH2:23][C:24]1[CH:29]=[CH:28][CH:27]=[CH:26][C:25]=1[O:30][CH3:31].[Cl-].[Al+3].[Cl-].[Cl-].C(OCC)(=O)C, predict the reaction product. (4) Given the reactants [Cl:1][C:2]1[CH:7]=[N:6][NH:5][C:4](=[O:8])[CH:3]=1.Br[CH:10]([CH3:12])[CH3:11], predict the reaction product. The product is: [Cl:1][C:2]1[CH:3]=[C:4]([O:8][CH:10]([CH3:12])[CH3:11])[N:5]=[N:6][CH:7]=1. (5) Given the reactants [NH2:1][C:2]1[C:7]([OH:8])=[CH:6][N:5]=[C:4]([Cl:9])[N:3]=1.Br[CH2:11][CH2:12]Br.C([O-])([O-])=O.[K+].[K+], predict the reaction product. The product is: [Cl:9][C:4]1[N:5]=[CH:6][C:7]2[O:8][CH2:11][CH2:12][NH:1][C:2]=2[N:3]=1. (6) Given the reactants S(=O)(=O)(O)O.[F:6][C:7]1[CH:8]=[CH:9][C:10]([C:13]2[C:17]([CH:18](O)[CH2:19][C:20]3[S:21][C:22]([C:26]([OH:28])=[O:27])=[C:23]([CH3:25])[N:24]=3)=[CH:16][O:15][N:14]=2)=[N:11][CH:12]=1, predict the reaction product. The product is: [F:6][C:7]1[CH:8]=[CH:9][C:10]([C:13]2[C:17](/[CH:18]=[CH:19]/[C:20]3[S:21][C:22]([C:26]([OH:28])=[O:27])=[C:23]([CH3:25])[N:24]=3)=[CH:16][O:15][N:14]=2)=[N:11][CH:12]=1. (7) Given the reactants [N+:1]([C:4]1[CH:5]=[C:6]([S:11]([N:14]2[CH2:20][CH2:19][CH2:18][CH2:17][C:16]3[CH:21]=[CH:22][CH:23]=[CH:24][C:15]2=3)(=[O:13])=[O:12])[CH:7]=[CH:8][C:9]=1[Cl:10])([O-])=O.S(S([O-])=O)([O-])=O.[Na+].[Na+].C(OCC)(=O)C.[NH4+].[Cl-], predict the reaction product. The product is: [Cl:10][C:9]1[CH:8]=[CH:7][C:6]([S:11]([N:14]2[CH2:20][CH2:19][CH2:18][CH2:17][C:16]3[CH:21]=[CH:22][CH:23]=[CH:24][C:15]2=3)(=[O:12])=[O:13])=[CH:5][C:4]=1[NH2:1]. (8) Given the reactants [Cl:1][C:2]1[CH:7]=[CH:6][C:5]([C:8]2[C:13]([NH:14][NH2:15])=[N:12][N:11]([CH2:16][C:17]3[C:18]([CH3:27])=[N:19][C:20]([C:23]([F:26])([F:25])[F:24])=[CH:21][CH:22]=3)[C:10](=[O:28])[C:9]=2[C:29]2[CH:36]=[CH:35][C:32]([C:33]#[N:34])=[CH:31][CH:30]=2)=[CH:4][CH:3]=1.[CH2:37]([O:44][C@H:45]([CH3:49])[C:46](O)=[O:47])[C:38]1[CH:43]=[CH:42][CH:41]=[CH:40][CH:39]=1.CCN=C=NCCCN(C)C.C1C=CC2N(O)N=NC=2C=1.C(N(C(C)C)CC)(C)C, predict the reaction product. The product is: [CH2:37]([O:44][C@H:45]([CH3:49])[C:46]([NH:15][NH:14][C:13]1[C:8]([C:5]2[CH:6]=[CH:7][C:2]([Cl:1])=[CH:3][CH:4]=2)=[C:9]([C:29]2[CH:30]=[CH:31][C:32]([C:33]#[N:34])=[CH:35][CH:36]=2)[C:10](=[O:28])[N:11]([CH2:16][C:17]2[C:18]([CH3:27])=[N:19][C:20]([C:23]([F:25])([F:26])[F:24])=[CH:21][CH:22]=2)[N:12]=1)=[O:47])[C:38]1[CH:43]=[CH:42][CH:41]=[CH:40][CH:39]=1. (9) Given the reactants [C:1]([C:3]1[CH:4]=[C:5]([CH:8]=[CH:9][CH:10]=1)[CH:6]=O)#[CH:2].[CH3:11][N:12]1[CH2:17][CH2:16][NH:15][CH2:14][CH2:13]1.C(O)(C(F)(F)F)=O.C(O[BH-](OC(=O)C)OC(=O)C)(=O)C.[Na+].[NH4+].[OH-], predict the reaction product. The product is: [C:1]([C:3]1[CH:4]=[C:5]([CH:8]=[CH:9][CH:10]=1)[CH2:6][N:15]1[CH2:16][CH2:17][N:12]([CH3:11])[CH2:13][CH2:14]1)#[CH:2]. (10) Given the reactants O.[OH-].[Li+].[F:4][CH2:5][CH:6]([O:9][C:10]1[CH:11]=[C:12]([CH:17]=[C:18]([O:20][CH2:21][C:22]2[CH:27]=[CH:26][CH:25]=[CH:24][CH:23]=2)[CH:19]=1)[C:13]([O:15]C)=[O:14])[CH2:7][F:8], predict the reaction product. The product is: [F:4][CH2:5][CH:6]([O:9][C:10]1[CH:11]=[C:12]([CH:17]=[C:18]([O:20][CH2:21][C:22]2[CH:23]=[CH:24][CH:25]=[CH:26][CH:27]=2)[CH:19]=1)[C:13]([OH:15])=[O:14])[CH2:7][F:8].